From a dataset of Reaction yield outcomes from USPTO patents with 853,638 reactions. Predict the reaction yield, written as a fraction of the theoretical maximum amount of product (1.0 means a 100% yield; for example, 0.34 means a 34% yield). (1) The reactants are FC(F)(F)[C:3]([O-:5])=[O:4].[C:8]([C@@H:11]([NH3+:20])[CH2:12][CH2:13][C@H:14]([S:17]([CH3:19])=S)[CH2:15][NH3+:16])([OH:10])=[O:9].F[C:22](F)(F)C([O-])=O.Cl.C(CCP([CH2:40][CH2:41][C:42](O)=O)CCC(O)=O)(O)=O.C=O.[CH3:47][C:48]([O:51][C:52](O[C:52]([O:51][C:48]([CH3:50])([CH3:49])[CH3:47])=[O:53])=[O:53])([CH3:50])[CH3:49].S(=O)(=O)(O)[O-].[K+]. The catalyst is [OH-].[Na+].O1CCOCC1.C(OCC)(=O)C. The product is [C:41]([O:5][C:3]([NH:20][C@@H:11]([CH2:12][CH2:13][C@@H:14]1[S:17][CH2:19][N:16]([C:52]([O:51][C:48]([CH3:50])([CH3:47])[CH3:49])=[O:53])[CH2:15]1)[C:8]([OH:10])=[O:9])=[O:4])([CH3:42])([CH3:22])[CH3:40]. The yield is 0.560. (2) The reactants are Br[C:2]1[CH:3]=[C:4]([CH:29]=[CH:30][CH:31]=1)[C:5]([NH:7][C:8]1[N:9]=[N:10][C:11]([N:14]2[C:18]([C:19]([F:22])([F:21])[F:20])=[CH:17][C:16]([C:23]3[CH:24]=[N:25][CH:26]=[CH:27][CH:28]=3)=[N:15]2)=[CH:12][CH:13]=1)=[O:6].C([Sn](CCCC)(CCCC)[C:37]1[CH:42]=[CH:41][CH:40]=[CH:39][N:38]=1)CCC. The catalyst is CN(C)C=O.C1C=CC([P]([Pd]([P](C2C=CC=CC=2)(C2C=CC=CC=2)C2C=CC=CC=2)([P](C2C=CC=CC=2)(C2C=CC=CC=2)C2C=CC=CC=2)[P](C2C=CC=CC=2)(C2C=CC=CC=2)C2C=CC=CC=2)(C2C=CC=CC=2)C2C=CC=CC=2)=CC=1.[Pd]. The product is [N:38]1[CH:39]=[CH:40][CH:41]=[CH:42][C:37]=1[C:2]1[CH:3]=[C:4]([CH:29]=[CH:30][CH:31]=1)[C:5]([NH:7][C:8]1[N:9]=[N:10][C:11]([N:14]2[C:18]([C:19]([F:21])([F:20])[F:22])=[CH:17][C:16]([C:23]3[CH:24]=[N:25][CH:26]=[CH:27][CH:28]=3)=[N:15]2)=[CH:12][CH:13]=1)=[O:6]. The yield is 0.200. (3) The reactants are [Br:1][C:2]1[CH:8]=[CH:7][C:5]([NH2:6])=[CH:4][CH:3]=1.C[Al](C)C.[F:13][C:14]1[CH:19]=[CH:18][CH:17]=[CH:16][C:15]=1[C:20]([CH3:24])([CH3:23])[C:21]#[N:22]. The catalyst is C1(C)C=CC=CC=1. The product is [Br:1][C:2]1[CH:8]=[CH:7][C:5]([NH:6][C:21](=[NH:22])[C:20]([C:15]2[CH:16]=[CH:17][CH:18]=[CH:19][C:14]=2[F:13])([CH3:24])[CH3:23])=[CH:4][CH:3]=1. The yield is 0.390. (4) The reactants are [CH3:1][C:2]1[CH:7]=[C:6]([CH3:8])[NH:5][C:4](=[O:9])[C:3]=1[CH2:10][NH:11][C:12]([C:14]1[CH:19]=[C:18]([CH:20]2[CH2:25][CH2:24][N:23](C(OC(C)(C)C)=O)[CH2:22][CH2:21]2)[N:17]=[C:16]2[N:33]([CH:36]([CH3:38])[CH3:37])[N:34]=[CH:35][C:15]=12)=[O:13].C(O)(C(F)(F)F)=O. The catalyst is C(Cl)Cl. The product is [CH3:1][C:2]1[CH:7]=[C:6]([CH3:8])[NH:5][C:4](=[O:9])[C:3]=1[CH2:10][NH:11][C:12]([C:14]1[C:15]2[CH:35]=[N:34][N:33]([CH:36]([CH3:38])[CH3:37])[C:16]=2[N:17]=[C:18]([CH:20]2[CH2:21][CH2:22][NH:23][CH2:24][CH2:25]2)[CH:19]=1)=[O:13]. The yield is 0.600.